This data is from NCI-60 drug combinations with 297,098 pairs across 59 cell lines. The task is: Regression. Given two drug SMILES strings and cell line genomic features, predict the synergy score measuring deviation from expected non-interaction effect. (1) Drug 1: C1CCN(CC1)CCOC2=CC=C(C=C2)C(=O)C3=C(SC4=C3C=CC(=C4)O)C5=CC=C(C=C5)O. Drug 2: C(CCl)NC(=O)N(CCCl)N=O. Cell line: HCT-15. Synergy scores: CSS=8.05, Synergy_ZIP=-0.679, Synergy_Bliss=3.64, Synergy_Loewe=1.75, Synergy_HSA=2.50. (2) Drug 1: CC1=C(C(=CC=C1)Cl)NC(=O)C2=CN=C(S2)NC3=CC(=NC(=N3)C)N4CCN(CC4)CCO. Drug 2: CC1C(C(CC(O1)OC2CC(CC3=C2C(=C4C(=C3O)C(=O)C5=CC=CC=C5C4=O)O)(C(=O)C)O)N)O. Cell line: KM12. Synergy scores: CSS=30.1, Synergy_ZIP=2.15, Synergy_Bliss=1.25, Synergy_Loewe=-11.5, Synergy_HSA=0.984. (3) Drug 1: COC1=CC(=CC(=C1O)OC)C2C3C(COC3=O)C(C4=CC5=C(C=C24)OCO5)OC6C(C(C7C(O6)COC(O7)C8=CC=CS8)O)O. Drug 2: CC1C(C(CC(O1)OC2CC(CC3=C2C(=C4C(=C3O)C(=O)C5=C(C4=O)C(=CC=C5)OC)O)(C(=O)C)O)N)O.Cl. Cell line: SF-295. Synergy scores: CSS=69.8, Synergy_ZIP=7.75, Synergy_Bliss=8.33, Synergy_Loewe=10.4, Synergy_HSA=11.7. (4) Cell line: T-47D. Drug 1: CC1=C(N=C(N=C1N)C(CC(=O)N)NCC(C(=O)N)N)C(=O)NC(C(C2=CN=CN2)OC3C(C(C(C(O3)CO)O)O)OC4C(C(C(C(O4)CO)O)OC(=O)N)O)C(=O)NC(C)C(C(C)C(=O)NC(C(C)O)C(=O)NCCC5=NC(=CS5)C6=NC(=CS6)C(=O)NCCC[S+](C)C)O. Drug 2: CCC1(CC2CC(C3=C(CCN(C2)C1)C4=CC=CC=C4N3)(C5=C(C=C6C(=C5)C78CCN9C7C(C=CC9)(C(C(C8N6C)(C(=O)OC)O)OC(=O)C)CC)OC)C(=O)OC)O.OS(=O)(=O)O. Synergy scores: CSS=-1.93, Synergy_ZIP=-0.226, Synergy_Bliss=-1.74, Synergy_Loewe=-3.10, Synergy_HSA=-2.43. (5) Drug 1: CC1OCC2C(O1)C(C(C(O2)OC3C4COC(=O)C4C(C5=CC6=C(C=C35)OCO6)C7=CC(=C(C(=C7)OC)O)OC)O)O. Drug 2: CN(C)C1=NC(=NC(=N1)N(C)C)N(C)C. Cell line: HS 578T. Synergy scores: CSS=30.9, Synergy_ZIP=11.2, Synergy_Bliss=11.4, Synergy_Loewe=-10.7, Synergy_HSA=5.64.